This data is from Full USPTO retrosynthesis dataset with 1.9M reactions from patents (1976-2016). The task is: Predict the reactants needed to synthesize the given product. (1) Given the product [Cl:1][C:2]1[CH:3]=[N:4][C:5]([NH:11][CH2:12][CH2:13][O:14][CH2:15][CH3:16])=[C:6]([CH:10]=1)[C:7]([NH:22][C:18]([CH3:19])([C:20]#[CH:21])[CH3:17])=[O:9], predict the reactants needed to synthesize it. The reactants are: [Cl:1][C:2]1[CH:3]=[N:4][C:5]([NH:11][CH2:12][CH2:13][O:14][CH2:15][CH3:16])=[C:6]([CH:10]=1)[C:7]([OH:9])=O.[CH3:17][C:18]([NH2:22])([C:20]#[CH:21])[CH3:19].C1C=CC2N(O)N=NC=2C=1.CCN=C=NCCCN(C)C.CCN(C(C)C)C(C)C. (2) Given the product [CH3:1][O:2][C:3]1[CH:7]=[C:6]([C:8]([OH:10])=[O:9])[N:5]([CH3:12])[N:4]=1, predict the reactants needed to synthesize it. The reactants are: [CH3:1][O:2][C:3]1[CH:7]=[C:6]([C:8]([O:10]C)=[O:9])[N:5]([CH3:12])[N:4]=1.[OH-].[Na+].Cl.